From a dataset of Peptide-MHC class II binding affinity with 134,281 pairs from IEDB. Regression. Given a peptide amino acid sequence and an MHC pseudo amino acid sequence, predict their binding affinity value. This is MHC class II binding data. (1) The peptide sequence is FFRNVVWLIKKNSTYPT. The MHC is HLA-DQA10401-DQB10402 with pseudo-sequence HLA-DQA10401-DQB10402. The binding affinity (normalized) is 0.0961. (2) The peptide sequence is MNIKLQMPLYVAGYK. The MHC is DRB5_0101 with pseudo-sequence DRB5_0101. The binding affinity (normalized) is 0.677. (3) The peptide sequence is QTSRLLMRRMRRPTG. The MHC is DRB1_1301 with pseudo-sequence DRB1_1301. The binding affinity (normalized) is 1.00. (4) The peptide sequence is KKLTIAYLVGSNMTQRV. The MHC is DRB1_1301 with pseudo-sequence DRB1_1301. The binding affinity (normalized) is 0.756. (5) The peptide sequence is EKKYFAATQFEPTAA. The MHC is HLA-DQA10501-DQB10201 with pseudo-sequence HLA-DQA10501-DQB10201. The binding affinity (normalized) is 0.429.